From a dataset of Forward reaction prediction with 1.9M reactions from USPTO patents (1976-2016). Predict the product of the given reaction. (1) Given the reactants [CH2:1]([O:8][C:9]([NH:11][CH2:12][C:13]1[CH:14]=[C:15]([C:19]2[CH:24]=[CH:23][C:22]([C:25](O)=[O:26])=[CH:21][CH:20]=2)[CH:16]=[CH:17][CH:18]=1)=[O:10])[C:2]1[CH:7]=[CH:6][CH:5]=[CH:4][CH:3]=1.Cl.[C:29]([O:33][NH2:34])([CH3:32])([CH3:31])[CH3:30].CN([P+](ON1N=NC2C=CC=CC1=2)(N(C)C)N(C)C)C.F[P-](F)(F)(F)(F)F, predict the reaction product. The product is: [CH2:1]([O:8][C:9](=[O:10])[NH:11][CH2:12][C:13]1[CH:14]=[C:15]([C:19]2[CH:20]=[CH:21][C:22]([C:25](=[O:26])[NH:34][O:33][C:29]([CH3:32])([CH3:31])[CH3:30])=[CH:23][CH:24]=2)[CH:16]=[CH:17][CH:18]=1)[C:2]1[CH:3]=[CH:4][CH:5]=[CH:6][CH:7]=1. (2) Given the reactants [CH3:1][N:2]1[C:10]2[C:9]([O:11][CH2:12][C:13]3[CH:14]=[C:15]([CH:17]=[CH:18][CH:19]=3)[NH2:16])=[N:8][CH:7]=[N:6][C:5]=2[CH:4]=[CH:3]1.C(N(CC)CC)C.[C:27]1([N:33]=[C:34]=[O:35])[CH:32]=[CH:31][CH:30]=[CH:29][CH:28]=1, predict the reaction product. The product is: [CH3:1][N:2]1[C:10]2[C:9]([O:11][CH2:12][C:13]3[CH:14]=[C:15]([NH:16][C:34]([NH:33][C:27]4[CH:32]=[CH:31][CH:30]=[CH:29][CH:28]=4)=[O:35])[CH:17]=[CH:18][CH:19]=3)=[N:8][CH:7]=[N:6][C:5]=2[CH:4]=[CH:3]1. (3) Given the reactants [CH2:1]([C:9]1([CH2:23][CH2:24][CH2:25][CH2:26][CH2:27][CH2:28][CH2:29][CH3:30])[C:21]2[CH:20]=[C:19](I)[CH:18]=[CH:17][C:16]=2[C:15]2[C:10]1=[CH:11][CH:12]=[CH:13][CH:14]=2)[CH2:2][CH2:3][CH2:4][CH2:5][CH2:6][CH2:7][CH3:8].[NH2:31][C:32]1[CH:37]=[CH:36][CH:35]=[CH:34][CH:33]=1.C(=O)([O-])[O-].[K+].[K+].C1O[CH2:60][CH2:59]OCCOCCOCCOCCOC1, predict the reaction product. The product is: [CH2:1]([C:9]1([CH2:23][CH2:24][CH2:25][CH2:26][CH2:27][CH2:28][CH2:29][CH3:30])[C:21]2[C:20]([N:31]([C:11]3[C:10]4[C:9]([CH2:23][CH2:24][CH2:25][CH2:26][CH2:27][CH2:28][CH2:59][CH3:60])([CH2:1][CH2:2][CH2:3][CH2:4][CH2:5][CH2:6][CH2:7][CH3:8])[C:21]5[C:16](=[CH:17][CH:18]=[CH:19][CH:20]=5)[C:15]=4[CH:14]=[CH:13][CH:12]=3)[C:32]3[CH:37]=[CH:36][CH:35]=[CH:34][CH:33]=3)=[CH:19][CH:18]=[CH:17][C:16]=2[C:15]2[C:10]1=[CH:11][CH:12]=[CH:13][CH:14]=2)[CH2:2][CH2:3][CH2:4][CH2:5][CH2:6][CH2:7][CH3:8]. (4) The product is: [CH2:4]([O:6][C:7](=[N:9][O:10][C:11]1[CH:16]=[CH:15][CH:14]=[CH:13][C:12]=1[C:17]([OH:19])=[O:18])[CH3:8])[CH3:5]. Given the reactants O[Li].O.[CH2:4]([O:6][C:7](=[N:9][O:10][C:11]1[CH:16]=[CH:15][CH:14]=[CH:13][C:12]=1[C:17]([O:19]CC1C=CC=CC=1)=[O:18])[CH3:8])[CH3:5].C1COCC1.CO.O, predict the reaction product. (5) Given the reactants [NH:1]1[CH2:6][CH2:5][CH2:4][CH2:3][CH:2]1[CH2:7][CH2:8][O:9][C:10]1[CH:15]=[CH:14][C:13]([C:16]2[NH:20][C:19]3[CH:21]=[CH:22][C:23]([C:25]([NH2:27])=[O:26])=[CH:24][C:18]=3[N:17]=2)=[CH:12][CH:11]=1.[C:28]1([CH3:36])[CH:33]=[CH:32][C:31]([CH:34]=O)=[CH:30][CH:29]=1.[BH-](OC(C)=O)(OC(C)=O)OC(C)=O.[Na+], predict the reaction product. The product is: [CH3:36][C:28]1[CH:33]=[CH:32][C:31]([CH2:34][N:1]2[CH2:6][CH2:5][CH2:4][CH2:3][CH:2]2[CH2:7][CH2:8][O:9][C:10]2[CH:11]=[CH:12][C:13]([C:16]3[NH:20][C:19]4[CH:21]=[CH:22][C:23]([C:25]([NH2:27])=[O:26])=[CH:24][C:18]=4[N:17]=3)=[CH:14][CH:15]=2)=[CH:30][CH:29]=1. (6) The product is: [F:1][C:2]([F:15])([F:14])[S:3]([O:6][C:35]1[CH:34]=[CH:33][C:32]2[C:37](=[CH:38][CH:39]=[C:30]([C:26]3[CH:25]=[C:24]([C:21]4[CH:20]=[CH:19][C:18]([C:16]#[N:17])=[CH:23][CH:22]=4)[CH:29]=[CH:28][CH:27]=3)[CH:31]=2)[CH:36]=1)(=[O:5])=[O:4]. Given the reactants [F:1][C:2]([F:15])([F:14])[S:3]([O:6]S(C(F)(F)F)(=O)=O)(=[O:5])=[O:4].[C:16]([C:18]1[CH:23]=[CH:22][C:21]([C:24]2[CH:29]=[CH:28][CH:27]=[C:26]([C:30]3[CH:31]=[C:32]4[C:37](=[CH:38][CH:39]=3)[CH:36]=[C:35](O)[CH:34]=[CH:33]4)[CH:25]=2)=[CH:20][CH:19]=1)#[N:17].N1C=CC=CC=1.Cl, predict the reaction product.